This data is from Full USPTO retrosynthesis dataset with 1.9M reactions from patents (1976-2016). The task is: Predict the reactants needed to synthesize the given product. (1) Given the product [O:1]1[CH:5]=[CH:4][CH:3]=[C:2]1[C:6]1[O:7][C:8]([CH3:38])=[C:9]([CH2:11][O:12][C:13]2[CH:35]=[CH:34][C:16]([CH2:17][O:18][C:19]3[CH:23]=[C:22]([CH2:24][OH:25])[N:21]([C:28]4[CH:29]=[CH:30][CH:31]=[CH:32][CH:33]=4)[N:20]=3)=[CH:15][C:14]=2[O:36][CH3:37])[N:10]=1, predict the reactants needed to synthesize it. The reactants are: [O:1]1[CH:5]=[CH:4][CH:3]=[C:2]1[C:6]1[O:7][C:8]([CH3:38])=[C:9]([CH2:11][O:12][C:13]2[CH:35]=[CH:34][C:16]([CH2:17][O:18][C:19]3[CH:23]=[C:22]([C:24](OC)=[O:25])[N:21]([C:28]4[CH:33]=[CH:32][CH:31]=[CH:30][CH:29]=4)[N:20]=3)=[CH:15][C:14]=2[O:36][CH3:37])[N:10]=1.[H-].[Li+].[Al+3].[H-].[H-].[H-].O.O.O.O.O.O.O.O.O.O.[O-]S([O-])(=O)=O.[Na+].[Na+]. (2) Given the product [CH3:22][O:21][C:18]1[CH:19]=[CH:20][C:15]([CH2:14][N:13]2[C:8]3=[N:6][NH:7][CH:1]=[C:9]3[C:10](=[O:25])[N:11]([CH3:24])[C:12]2=[O:23])=[CH:16][CH:17]=1, predict the reactants needed to synthesize it. The reactants are: [CH3:1]N(C=O)C.[NH:6]([C:8]1[N:13]([CH2:14][C:15]2[CH:20]=[CH:19][C:18]([O:21][CH3:22])=[CH:17][CH:16]=2)[C:12](=[O:23])[N:11]([CH3:24])[C:10](=[O:25])[CH:9]=1)[NH2:7].O=P(Cl)(Cl)Cl. (3) Given the product [F:24][C:25]1[CH:26]=[C:27]([CH:28]=[CH:29][C:30]=1[F:31])[CH2:32][O:33][C:2]1[CH:12]=[C:6]2[N:7]([CH2:11][C:16]3[CH:17]=[CH:18][C:19]([O:22][CH3:23])=[CH:20][CH:21]=3)[CH2:8][CH2:9][CH2:10][N:5]2[C:4](=[O:13])[N:3]=1, predict the reactants needed to synthesize it. The reactants are: Cl[C:2]1[CH:12]=[C:6]2[N:7]([CH3:11])[CH2:8][CH2:9][CH2:10][N:5]2[C:4](=[O:13])[N:3]=1.BrC[C:16]1[CH:21]=[CH:20][C:19]([O:22][CH3:23])=[CH:18][CH:17]=1.[F:24][C:25]1[CH:26]=[C:27]([CH2:32][OH:33])[CH:28]=[CH:29][C:30]=1[F:31]. (4) Given the product [C:1]1([S:7]([CH:10]([NH2:29])[C:11]2[N:31]([CH3:30])[C:15]([C:17]([OH:19])=[O:18])=[C:14]([O:20][CH2:21][C:22]3[CH:27]=[CH:26][CH:25]=[CH:24][CH:23]=3)[C:13](=[O:28])[CH:12]=2)(=[O:9])=[O:8])[CH:6]=[CH:5][CH:4]=[CH:3][CH:2]=1, predict the reactants needed to synthesize it. The reactants are: [C:1]1([S:7]([CH:10]([NH2:29])[C:11]2O[C:15]([C:17]([OH:19])=[O:18])=[C:14]([O:20][CH2:21][C:22]3[CH:27]=[CH:26][CH:25]=[CH:24][CH:23]=3)[C:13](=[O:28])[CH:12]=2)(=[O:9])=[O:8])[CH:6]=[CH:5][CH:4]=[CH:3][CH:2]=1.[CH3:30][NH2:31]. (5) Given the product [CH3:38][N:4]1[C:3](=[O:24])[C:2]([CH3:1])([CH2:25][C:26]2[CH:31]=[C:30]([F:32])[CH:29]=[C:28]([F:33])[C:27]=2[F:34])[C:11]2[C:6](=[CH:7][CH:8]=[C:9]([C:12]3[CH:17]=[CH:16][CH:15]=[C:14]([O:18][CH2:19][C:20]([F:22])([F:21])[F:23])[CH:13]=3)[CH:10]=2)[CH2:5]1, predict the reactants needed to synthesize it. The reactants are: [CH3:1][C:2]1([CH2:25][C:26]2[CH:31]=[C:30]([F:32])[CH:29]=[C:28]([F:33])[C:27]=2[F:34])[C:11]2[C:6](=[CH:7][CH:8]=[C:9]([C:12]3[CH:17]=[CH:16][CH:15]=[C:14]([O:18][CH2:19][C:20]([F:23])([F:22])[F:21])[CH:13]=3)[CH:10]=2)[CH2:5][NH:4][C:3]1=[O:24].[H-].[Na+].I[CH3:38].O. (6) Given the product [Cl:1][C:2]1[C:3]([C:10](=[N:27][O:26][CH3:25])[CH2:11][N:12]2[C:16](=[O:17])[C:15]3=[CH:18][CH:19]=[CH:20][CH:21]=[C:14]3[C:13]2=[O:22])=[N:4][CH:5]=[C:6]([O:8][CH3:9])[CH:7]=1, predict the reactants needed to synthesize it. The reactants are: [Cl:1][C:2]1[C:3]([C:10](=O)[CH2:11][N:12]2[C:16](=[O:17])[C:15]3=[CH:18][CH:19]=[CH:20][CH:21]=[C:14]3[C:13]2=[O:22])=[N:4][CH:5]=[C:6]([O:8][CH3:9])[CH:7]=1.Cl.[CH3:25][O:26][NH2:27].N1C=CC=CC=1. (7) The reactants are: [Br:1][C:2]1[CH:7]=[C:6]([CH:8]2[CH2:13][CH2:12][CH:11]([CH:14]3[CH2:19][CH2:18][CH:17]([CH2:20][CH2:21][CH3:22])[CH2:16][CH2:15]3)[CH2:10][CH2:9]2)[CH:5]=[CH:4][C:3]=1O.[C:24](=[O:27])([O-])[O-].[K+].[K+].[CH2:30](Cl)[C:31]1[CH:36]=[CH:35][CH:34]=[CH:33][CH:32]=1.CN(C=O)C. Given the product [Br:1][C:2]1[CH:7]=[C:6]([CH:8]2[CH2:9][CH2:10][CH:11]([CH:14]3[CH2:15][CH2:16][CH:17]([CH2:20][CH2:21][CH3:22])[CH2:18][CH2:19]3)[CH2:12][CH2:13]2)[CH:5]=[CH:4][C:3]=1[CH:30]([O:27][CH:24]([C:3]1[CH:4]=[CH:5][C:6]([CH:8]2[CH2:9][CH2:10][CH:11]([CH:14]3[CH2:19][CH2:18][CH:17]([CH2:20][CH2:21][CH3:22])[CH2:16][CH2:15]3)[CH2:12][CH2:13]2)=[CH:7][C:2]=1[Br:1])[C:2]1[CH:7]=[CH:6][CH:5]=[CH:4][CH:3]=1)[C:31]1[CH:36]=[CH:35][CH:34]=[CH:33][CH:32]=1, predict the reactants needed to synthesize it.